Dataset: Reaction yield outcomes from USPTO patents with 853,638 reactions. Task: Predict the reaction yield, written as a fraction of the theoretical maximum amount of product (1.0 means a 100% yield; for example, 0.34 means a 34% yield). (1) The reactants are O.O.[Sn](Cl)Cl.Cl.[C:7]([C:11]1[CH:12]=[C:13]([CH:29]=[CH:30][CH:31]=1)[O:14][C:15]1[C:20]([C:21]([F:24])([F:23])[F:22])=[CH:19][C:18]([N+:25]([O-])=O)=[C:17]([CH3:28])[CH:16]=1)([CH3:10])([CH3:9])[CH3:8]. The catalyst is CO. The product is [C:7]([C:11]1[CH:12]=[C:13]([CH:29]=[CH:30][CH:31]=1)[O:14][C:15]1[C:20]([C:21]([F:24])([F:22])[F:23])=[CH:19][C:18]([NH2:25])=[C:17]([CH3:28])[CH:16]=1)([CH3:10])([CH3:8])[CH3:9]. The yield is 0.635. (2) The reactants are Br[C:2]1[CH:7]=[CH:6][C:5]([CH2:8][CH2:9][CH2:10][O:11][Si:12]([C:15]([CH3:18])([CH3:17])[CH3:16])([CH3:14])[CH3:13])=[CH:4][CH:3]=1.[Li]CCCC.[CH3:24][O:25][C:26]([C:28]1[CH:29]2[N:44]([CH3:45])[CH:33]([CH2:34][C:35]=1OS(C(F)(F)F)(=O)=O)[CH2:32][S:31][CH2:30]2)=[O:27].Cl. The catalyst is C1COCC1.CCOC(C)=O.[Cl-].[Cl-].[Zn+2].C1C=CC([P]([Pd]([P](C2C=CC=CC=2)(C2C=CC=CC=2)C2C=CC=CC=2)([P](C2C=CC=CC=2)(C2C=CC=CC=2)C2C=CC=CC=2)[P](C2C=CC=CC=2)(C2C=CC=CC=2)C2C=CC=CC=2)(C2C=CC=CC=2)C2C=CC=CC=2)=CC=1. The product is [CH3:24][O:25][C:26]([C:28]1[CH:29]2[N:44]([CH3:45])[CH:33]([CH2:34][C:35]=1[C:2]1[CH:7]=[CH:6][C:5]([CH2:8][CH2:9][CH2:10][O:11][Si:12]([C:15]([CH3:18])([CH3:17])[CH3:16])([CH3:14])[CH3:13])=[CH:4][CH:3]=1)[CH2:32][S:31][CH2:30]2)=[O:27]. The yield is 0.960. (3) The reactants are [CH2:1]1[O:16][C:4]2([C@:13]3(O)[C:8](=[CH:9][C:10](=[O:15])[CH2:11][CH2:12]3)[CH2:7][CH2:6][CH2:5]2)[O:3][CH2:2]1.[CH:17](OCC)=[O:18].[H-].[Na+].[CH3:24]O. The catalyst is C1C=CC=CC=1. The product is [CH2:1]1[O:16][C:4]2([C@:13]3([CH3:24])[C:8](=[CH:9][C:10](=[O:15])/[C:11](=[CH:17]/[OH:18])/[CH2:12]3)[CH2:7][CH2:6][CH2:5]2)[O:3][CH2:2]1. The yield is 0.930. (4) The reactants are [F:1][C:2]1[CH:7]=[CH:6][C:5]([C:8]2[S:9][C:10]3[N:11]=[CH:12][N:13]=[C:14]([N:17]4[CH2:22][CH2:21][NH:20][CH2:19][CH2:18]4)[C:15]=3[N:16]=2)=[CH:4][CH:3]=1.[CH3:23][O:24][C:25]1[CH:35]=[CH:34][C:28]([O:29][CH2:30][C:31](O)=[O:32])=[CH:27][CH:26]=1. No catalyst specified. The product is [F:1][C:2]1[CH:7]=[CH:6][C:5]([C:8]2[S:9][C:10]3[N:11]=[CH:12][N:13]=[C:14]([N:17]4[CH2:22][CH2:21][N:20]([C:31](=[O:32])[CH2:30][O:29][C:28]5[CH:34]=[CH:35][C:25]([O:24][CH3:23])=[CH:26][CH:27]=5)[CH2:19][CH2:18]4)[C:15]=3[N:16]=2)=[CH:4][CH:3]=1. The yield is 0.510. (5) The reactants are [CH3:1][C:2]1[CH2:7][CH2:6][CH2:5][C:4]([CH3:9])([CH3:8])[C:3]=1/[CH:10]=[CH:11]/[C:12](/[CH3:22])=[CH:13]/[CH:14]=[CH:15]/[C:16](/[CH3:21])=[CH:17]/[C:18]([OH:20])=[O:19].C1(N=C=NC2CCCCC2)CCCCC1.CN(C1C=CC=CN=1)C.[CH3:47][C:48]1[CH2:53][CH2:52][CH2:51][C:50]([CH3:55])([CH3:54])[C:49]=1/[CH:56]=[CH:57]/[C:58](/[CH3:67])=[CH:59]/[CH:60]=[CH:61]/[C:62](/[CH3:66])=[CH:63]/[CH2:64]O. The catalyst is ClCCl.CCCCCC.C(OCC)C. The product is [CH3:47][C:48]1[CH2:53][CH2:52][CH2:51][C:50]([CH3:54])([CH3:55])[C:49]=1/[CH:56]=[CH:57]/[C:58](/[CH3:67])=[CH:59]/[CH:60]=[CH:61]/[C:62](/[CH3:66])=[CH:63]/[CH2:64][O:19][C:18](/[CH:17]=[C:16](/[CH:15]=[CH:14]/[CH:13]=[C:12](/[CH:11]=[CH:10]/[C:3]1[C:4]([CH3:8])([CH3:9])[CH2:5][CH2:6][CH2:7][C:2]=1[CH3:1])\[CH3:22])\[CH3:21])=[O:20]. The yield is 0.780. (6) The reactants are [CH:1]([N:4]1[CH2:9][CH2:8][CH:7]([O:10][C:11]2[CH:23]=[C:22]3[C:14]([N:15]4[C:20](=[CH:21]3)[C:19](=[O:24])[NH:18][CH2:17][CH2:16]4)=[N:13][CH:12]=2)[CH2:6][CH2:5]1)([CH3:3])[CH3:2].[CH3:25][O:26][CH2:27][CH2:28]Br.[H-].[Na+]. No catalyst specified. The product is [CH:1]([N:4]1[CH2:5][CH2:6][CH:7]([O:10][C:11]2[CH:23]=[C:22]3[C:14]([N:15]4[C:20](=[CH:21]3)[C:19](=[O:24])[N:18]([CH2:28][CH2:27][O:26][CH3:25])[CH2:17][CH2:16]4)=[N:13][CH:12]=2)[CH2:8][CH2:9]1)([CH3:3])[CH3:2]. The yield is 0.720. (7) The reactants are [SH:1][C:2]1[NH:3][C:4]2[CH:10]=[CH:9][CH:8]=[CH:7][C:5]=2[N:6]=1.[CH3:11][CH:12]1[S:16](=[O:18])(=[O:17])[O:15][CH2:14][CH2:13]1. The catalyst is O1CCOCC1.O. The product is [NH:3]1[C:4]2[CH:10]=[CH:9][CH:8]=[CH:7][C:5]=2[N:6]=[C:2]1[S:1][CH2:14][CH2:13][CH:12]([S:16]([OH:18])(=[O:17])=[O:15])[CH3:11]. The yield is 0.860.